Dataset: Catalyst prediction with 721,799 reactions and 888 catalyst types from USPTO. Task: Predict which catalyst facilitates the given reaction. (1) Reactant: [OH:1][CH:2]([CH2:27][CH3:28])[CH2:3][NH:4][C:5]([C:7]1[C:11]([NH:12][C:13]([C:15]2[CH:20]=[CH:19][CH:18]=[CH:17][N:16]=2)=[O:14])=[CH:10][N:9](C2CCCCO2)[N:8]=1)=[O:6].O.C1(C)C=CC(S(O)(=O)=O)=CC=1.C(=O)([O-])O.[Na+]. Product: [OH:1][CH:2]([CH2:27][CH3:28])[CH2:3][NH:4][C:5]([C:7]1[C:11]([NH:12][C:13]([C:15]2[CH:20]=[CH:19][CH:18]=[CH:17][N:16]=2)=[O:14])=[CH:10][NH:9][N:8]=1)=[O:6]. The catalyst class is: 8. (2) Reactant: [CH:1]([C:4]1[CH:19]=[CH:18][CH:17]=[CH:16][C:5]=1[NH:6][C:7]1[CH:12]=[CH:11][CH:10]=[CH:9][C:8]=1[N+:13]([O-])=O)([CH3:3])[CH3:2].[H][H]. Product: [CH:1]([C:4]1[CH:19]=[CH:18][CH:17]=[CH:16][C:5]=1[NH:6][C:7]1[C:8]([NH2:13])=[CH:9][CH:10]=[CH:11][CH:12]=1)([CH3:3])[CH3:2]. The catalyst class is: 63.